Dataset: Catalyst prediction with 721,799 reactions and 888 catalyst types from USPTO. Task: Predict which catalyst facilitates the given reaction. (1) Product: [CH3:15][N:14]([CH3:16])[C:12]1[CH:11]=[CH:10][C:8]2[CH:9]=[C:4]([C:1](=[C:19]([C:18]#[N:22])[C:20]#[N:21])[CH3:2])[C:5](=[O:17])[O:6][C:7]=2[CH:13]=1. Reactant: [C:1]([C:4]1[C:5](=[O:17])[O:6][C:7]2[CH:13]=[C:12]([N:14]([CH3:16])[CH3:15])[CH:11]=[CH:10][C:8]=2[CH:9]=1)(=O)[CH3:2].[C:18](#[N:22])[CH2:19][C:20]#[N:21]. The catalyst class is: 17. (2) The catalyst class is: 4. Reactant: [NH2:1][C:2](=[O:45])[CH2:3][N:4]([CH3:44])[C:5](=[O:43])[C:6]1[CH:11]=[CH:10][CH:9]=[C:8]([N:12]2[C:20]3[C:15](=[C:16]([NH:22][CH2:23][C:24]([OH:42])([C:38]([F:41])([F:40])[F:39])[CH2:25][C:26]([C:29]4[CH:34]=[C:33]([F:35])[CH:32]=[CH:31][C:30]=4[O:36]C)([CH3:28])[CH3:27])[CH:17]=[C:18]([CH3:21])[CH:19]=3)[CH:14]=[N:13]2)[CH:7]=1.C(=O)=O.CC(C)=O.B(Br)(Br)Br. Product: [NH2:1][C:2](=[O:45])[CH2:3][N:4]([CH3:44])[C:5](=[O:43])[C:6]1[CH:11]=[CH:10][CH:9]=[C:8]([N:12]2[C:20]3[C:15](=[C:16]([NH:22][CH2:23][C:24]([OH:42])([C:38]([F:39])([F:40])[F:41])[CH2:25][C:26]([C:29]4[CH:34]=[C:33]([F:35])[CH:32]=[CH:31][C:30]=4[OH:36])([CH3:28])[CH3:27])[CH:17]=[C:18]([CH3:21])[CH:19]=3)[CH:14]=[N:13]2)[CH:7]=1. (3) Reactant: C(=O)(O)[O-].[Na+].Cl.[Cl:7][C:8]1[N:9]=[C:10]([C:15]([NH:17][C@H:18]2[CH2:23][CH2:22][NH:21][CH2:20][C@H:19]2[O:24][CH2:25][CH3:26])=[O:16])[NH:11][C:12]=1[CH2:13][CH3:14]. Product: [Cl:7][C:8]1[NH:9][C:10]([C:15]([NH:17][C@H:18]2[CH2:23][CH2:22][NH:21][CH2:20][C@H:19]2[O:24][CH2:25][CH3:26])=[O:16])=[N:11][C:12]=1[CH2:13][CH3:14]. The catalyst class is: 13. (4) Reactant: Cl.[NH2:2][C:3]1[C:4]2[CH:16]=[C:15]([CH3:17])[S:14][C:5]=2[NH:6][C:7]2[CH:13]=[CH:12][CH:11]=[CH:10][C:8]=2[N:9]=1.CO.O.[CH3:21][N:22]1[CH2:27][CH2:26]N[CH2:24][CH2:23]1. Product: [CH3:17][C:15]1[S:14][C:5]2[NH:6][C:7]3[CH:13]=[CH:12][CH:11]=[CH:10][C:8]=3[N:9]=[C:3]([N:2]3[CH2:26][CH2:27][N:22]([CH3:21])[CH2:23][CH2:24]3)[C:4]=2[CH:16]=1. The catalyst class is: 16. (5) Reactant: C(N(C(C)C)CC)(C)C.[N:10]1([C:21]([O:23][C:24]([CH3:27])([CH3:26])[CH3:25])=[O:22])[CH2:15][CH2:14][CH:13]([C:16]([O:18][CH2:19][CH3:20])=[O:17])[CH2:12][CH2:11]1.[CH2:28](Br)[C:29]1[CH:34]=[CH:33][CH:32]=[CH:31][CH:30]=1. Product: [CH2:28]([C:13]1([C:16]([O:18][CH2:19][CH3:20])=[O:17])[CH2:12][CH2:11][N:10]([C:21]([O:23][C:24]([CH3:26])([CH3:25])[CH3:27])=[O:22])[CH2:15][CH2:14]1)[C:29]1[CH:34]=[CH:33][CH:32]=[CH:31][CH:30]=1. The catalyst class is: 1. (6) Reactant: [S:1](=[O:43])(=[O:42])([O:3][CH2:4][C@H:5]1[CH2:9][C@@H:8]([NH:10][C:11]2[C:16]([C:17]([C:19]3[S:20][CH:21]=[C:22]([CH2:24][C:25]4[CH2:30][CH2:29][CH2:28][CH2:27][CH:26]=4)[CH:23]=3)=[O:18])=[CH:15][N:14]=[CH:13][N:12]=2)[CH2:7][C@@H:6]1[O:31][Si](C(C)C)(C(C)C)C(C)C)[NH2:2].Cl. Product: [S:1](=[O:42])(=[O:43])([O:3][CH2:4][C@H:5]1[CH2:9][C@@H:8]([NH:10][C:11]2[C:16]([C:17]([C:19]3[S:20][CH:21]=[C:22]([CH2:24][C:25]4[CH2:30][CH2:29][CH2:28][CH2:27][CH:26]=4)[CH:23]=3)=[O:18])=[CH:15][N:14]=[CH:13][N:12]=2)[CH2:7][C@@H:6]1[OH:31])[NH2:2]. The catalyst class is: 1.